This data is from Reaction yield outcomes from USPTO patents with 853,638 reactions. The task is: Predict the reaction yield, written as a fraction of the theoretical maximum amount of product (1.0 means a 100% yield; for example, 0.34 means a 34% yield). The reactants are C1C2NC3C(=CC=CC=3)C=2C(OCC(O)CNC(C)(C)CN[C:22](=[O:38])[CH2:23][O:24][C:25]2[CH:30]=[CH:29][C:28]([C:31]3[CH2:36][CH2:35][C:34](=[O:37])[NH:33][N:32]=3)=[CH:27][N:26]=2)=CC=1.O.NN.[C:45](O)(=[O:47])[CH3:46].C(OCC)(=O)C. The catalyst is C(O)C. The product is [CH2:45]([O:47][C:22](=[O:38])[CH2:23][O:24][C:25]1[CH:30]=[CH:29][C:28]([C:31]2[CH2:36][CH2:35][C:34](=[O:37])[NH:33][N:32]=2)=[CH:27][N:26]=1)[CH3:46]. The yield is 0.720.